This data is from Full USPTO retrosynthesis dataset with 1.9M reactions from patents (1976-2016). The task is: Predict the reactants needed to synthesize the given product. (1) Given the product [C:16]([O:20][C:21]([N:23]1[CH2:28][CH2:27][N:26]([C:11](=[O:13])[C:10]2[CH:9]=[CH:8][C:7]([C:3]3[CH:2]=[N:1][CH:6]=[CH:5][CH:4]=3)=[CH:15][CH:14]=2)[CH:25]([C:29]([O:31][CH2:32][CH3:33])=[O:30])[CH2:24]1)=[O:22])([CH3:19])([CH3:18])[CH3:17], predict the reactants needed to synthesize it. The reactants are: [N:1]1[CH:6]=[CH:5][CH:4]=[C:3]([C:7]2[CH:15]=[CH:14][C:10]([C:11]([OH:13])=O)=[CH:9][CH:8]=2)[CH:2]=1.[C:16]([O:20][C:21]([N:23]1[CH2:28][CH2:27][NH:26][CH:25]([C:29]([O:31][CH2:32][CH3:33])=[O:30])[CH2:24]1)=[O:22])([CH3:19])([CH3:18])[CH3:17]. (2) Given the product [CH2:31]([O:33][C:34](=[O:59])[CH2:35][CH2:36][NH:37][C:38](=[O:58])[C:39]1[CH:44]=[CH:43][C:42]([CH2:45][NH:46][CH:47]2[CH2:52][CH2:51][C:50]3([CH2:53][CH2:54][CH2:55][CH2:56][CH2:57]3)[CH2:49][CH2:48]2)=[CH:41][CH:40]=1)[CH3:32].[CH2:31]([O:33][C:34](=[O:59])[CH2:35][CH2:36][NH:37][C:38](=[O:58])[C:39]1[CH:44]=[CH:43][C:42]([CH2:45][N:46]([C:73](=[O:74])[C:72]2[CH:76]=[C:77]([C:79]([F:80])([F:81])[F:82])[CH:78]=[C:70]([F:69])[CH:71]=2)[CH:47]2[CH2:52][CH2:51][C:50]3([CH2:53][CH2:54][CH2:55][CH2:56][CH2:57]3)[CH2:49][CH2:48]2)=[CH:41][CH:40]=1)[CH3:32], predict the reactants needed to synthesize it. The reactants are: C(OC(=O)CCNC(=O)C1C=CC(CN)=CC=1)C.C1C2(CCCCC2)CCC(=O)C1.[CH2:31]([O:33][C:34](=[O:59])[CH2:35][CH2:36][NH:37][C:38](=[O:58])[C:39]1[CH:44]=[CH:43][C:42]([CH2:45][NH:46][CH:47]2[CH2:52][CH2:51][C:50]3([CH2:57][CH2:56][CH2:55][CH2:54][CH2:53]3)[CH2:49][CH2:48]2)=[CH:41][CH:40]=1)[CH3:32].C(N(C(C)C)CC)(C)C.[F:69][C:70]1[CH:71]=[C:72]([CH:76]=[C:77]([C:79]([F:82])([F:81])[F:80])[CH:78]=1)[C:73](Cl)=[O:74].